Dataset: NCI-60 drug combinations with 297,098 pairs across 59 cell lines. Task: Regression. Given two drug SMILES strings and cell line genomic features, predict the synergy score measuring deviation from expected non-interaction effect. (1) Drug 1: CC1=CC2C(CCC3(C2CCC3(C(=O)C)OC(=O)C)C)C4(C1=CC(=O)CC4)C. Drug 2: CCC1(CC2CC(C3=C(CCN(C2)C1)C4=CC=CC=C4N3)(C5=C(C=C6C(=C5)C78CCN9C7C(C=CC9)(C(C(C8N6C)(C(=O)OC)O)OC(=O)C)CC)OC)C(=O)OC)O.OS(=O)(=O)O. Cell line: UACC62. Synergy scores: CSS=23.8, Synergy_ZIP=-0.247, Synergy_Bliss=1.28, Synergy_Loewe=-43.0, Synergy_HSA=1.17. (2) Drug 1: CC1=C(C(=CC=C1)Cl)NC(=O)C2=CN=C(S2)NC3=CC(=NC(=N3)C)N4CCN(CC4)CCO. Drug 2: CC1C(C(CC(O1)OC2CC(CC3=C2C(=C4C(=C3O)C(=O)C5=C(C4=O)C(=CC=C5)OC)O)(C(=O)CO)O)N)O.Cl. Cell line: SNB-75. Synergy scores: CSS=53.0, Synergy_ZIP=7.59, Synergy_Bliss=11.4, Synergy_Loewe=10.6, Synergy_HSA=14.3. (3) Drug 1: CCC1(CC2CC(C3=C(CCN(C2)C1)C4=CC=CC=C4N3)(C5=C(C=C6C(=C5)C78CCN9C7C(C=CC9)(C(C(C8N6C)(C(=O)OC)O)OC(=O)C)CC)OC)C(=O)OC)O.OS(=O)(=O)O. Drug 2: C1=CN(C=N1)CC(O)(P(=O)(O)O)P(=O)(O)O. Cell line: MOLT-4. Synergy scores: CSS=5.89, Synergy_ZIP=-3.97, Synergy_Bliss=-2.97, Synergy_Loewe=-0.686, Synergy_HSA=0.266. (4) Cell line: UACC62. Synergy scores: CSS=36.2, Synergy_ZIP=5.58, Synergy_Bliss=5.31, Synergy_Loewe=-38.0, Synergy_HSA=4.73. Drug 1: CC1OCC2C(O1)C(C(C(O2)OC3C4COC(=O)C4C(C5=CC6=C(C=C35)OCO6)C7=CC(=C(C(=C7)OC)O)OC)O)O. Drug 2: CN(C)C1=NC(=NC(=N1)N(C)C)N(C)C. (5) Drug 1: CN(C)N=NC1=C(NC=N1)C(=O)N. Drug 2: C1=NC2=C(N=C(N=C2N1C3C(C(C(O3)CO)O)O)F)N. Cell line: 786-0. Synergy scores: CSS=4.66, Synergy_ZIP=0.117, Synergy_Bliss=3.88, Synergy_Loewe=1.66, Synergy_HSA=2.34. (6) Cell line: NCI-H322M. Drug 1: CC1=C2C(C(=O)C3(C(CC4C(C3C(C(C2(C)C)(CC1OC(=O)C(C(C5=CC=CC=C5)NC(=O)OC(C)(C)C)O)O)OC(=O)C6=CC=CC=C6)(CO4)OC(=O)C)OC)C)OC. Drug 2: CN1C(=O)N2C=NC(=C2N=N1)C(=O)N. Synergy scores: CSS=46.1, Synergy_ZIP=9.83, Synergy_Bliss=10.2, Synergy_Loewe=-62.9, Synergy_HSA=6.49. (7) Drug 2: C1CC(C1)(C(=O)O)C(=O)O.[NH2-].[NH2-].[Pt+2]. Cell line: DU-145. Synergy scores: CSS=51.8, Synergy_ZIP=2.78, Synergy_Bliss=5.92, Synergy_Loewe=3.71, Synergy_HSA=2.96. Drug 1: C1CCN(CC1)CCOC2=CC=C(C=C2)C(=O)C3=C(SC4=C3C=CC(=C4)O)C5=CC=C(C=C5)O. (8) Drug 1: CC1=C(C(=O)C2=C(C1=O)N3CC4C(C3(C2COC(=O)N)OC)N4)N. Drug 2: CC1CCC2CC(C(=CC=CC=CC(CC(C(=O)C(C(C(=CC(C(=O)CC(OC(=O)C3CCCCN3C(=O)C(=O)C1(O2)O)C(C)CC4CCC(C(C4)OC)OP(=O)(C)C)C)C)O)OC)C)C)C)OC. Cell line: HCT116. Synergy scores: CSS=38.2, Synergy_ZIP=3.36, Synergy_Bliss=2.12, Synergy_Loewe=1.96, Synergy_HSA=2.40. (9) Drug 1: CC1=C(C(=CC=C1)Cl)NC(=O)C2=CN=C(S2)NC3=CC(=NC(=N3)C)N4CCN(CC4)CCO. Drug 2: CCC1=C2N=C(C=C(N2N=C1)NCC3=C[N+](=CC=C3)[O-])N4CCCCC4CCO. Cell line: SK-OV-3. Synergy scores: CSS=53.9, Synergy_ZIP=-1.59, Synergy_Bliss=-1.96, Synergy_Loewe=-2.96, Synergy_HSA=-0.585. (10) Drug 1: CC(CN1CC(=O)NC(=O)C1)N2CC(=O)NC(=O)C2. Drug 2: CC=C1C(=O)NC(C(=O)OC2CC(=O)NC(C(=O)NC(CSSCCC=C2)C(=O)N1)C(C)C)C(C)C. Cell line: CCRF-CEM. Synergy scores: CSS=73.8, Synergy_ZIP=-1.72, Synergy_Bliss=-4.96, Synergy_Loewe=-16.1, Synergy_HSA=-3.45.